From a dataset of Peptide-MHC class I binding affinity with 185,985 pairs from IEDB/IMGT. Regression. Given a peptide amino acid sequence and an MHC pseudo amino acid sequence, predict their binding affinity value. This is MHC class I binding data. (1) The peptide sequence is ILLVAVSFV. The MHC is HLA-A02:17 with pseudo-sequence HLA-A02:17. The binding affinity (normalized) is 0.346. (2) The peptide sequence is GLFGAIAGFI. The MHC is HLA-A68:02 with pseudo-sequence HLA-A68:02. The binding affinity (normalized) is 0.322.